This data is from Retrosynthesis with 50K atom-mapped reactions and 10 reaction types from USPTO. The task is: Predict the reactants needed to synthesize the given product. The reactants are: CN1C(=O)CC[C@]2(C)[C@H]3CC[C@]4(C)[C@@H](O)CC[C@H]4[C@@H]3CC[C@@H]12.O=[N+]([O-])c1ccc(F)cc1. Given the product CN1C(=O)CC[C@]2(C)[C@H]3CC[C@]4(C)[C@@H](Oc5ccc([N+](=O)[O-])cc5)CC[C@H]4[C@@H]3CC[C@@H]12, predict the reactants needed to synthesize it.